From a dataset of Catalyst prediction with 721,799 reactions and 888 catalyst types from USPTO. Predict which catalyst facilitates the given reaction. (1) Reactant: Cl[C:2]1[N:7]=[CH:6][N:5]=[C:4]([C:8]([O:10][CH2:11][CH3:12])=[O:9])[C:3]=1[CH3:13].[CH3:14][NH:15][CH3:16].C1COCC1.C(N(C(C)C)CC)(C)C. Product: [CH3:14][N:15]([CH3:16])[C:2]1[N:7]=[CH:6][N:5]=[C:4]([C:8]([O:10][CH2:11][CH3:12])=[O:9])[C:3]=1[CH3:13]. The catalyst class is: 38. (2) Reactant: [Cl:1][C:2]1[C:7]([Cl:8])=[CH:6][N:5]=[N:4][C:3]=1[OH:9].C([O-])([O-])=O.[K+].[K+].[CH2:16](Br)[C:17]1[CH:22]=[CH:21][CH:20]=[CH:19][CH:18]=1.O. Product: [CH2:16]([N:4]1[C:3](=[O:9])[C:2]([Cl:1])=[C:7]([Cl:8])[CH:6]=[N:5]1)[C:17]1[CH:22]=[CH:21][CH:20]=[CH:19][CH:18]=1. The catalyst class is: 3. (3) Reactant: [NH:1]1[CH2:6][CH2:5][NH:4][CH2:3][C:2]1=[O:7].[CH:8]1[C:17]2[C:12](=[CH:13][CH:14]=[CH:15][CH:16]=2)[CH:11]=[CH:10][C:9]=1[S:18](Cl)(=[O:20])=[O:19].C(N(C(C)C)CC)(C)C. Product: [CH:8]1[C:17]2[C:12](=[CH:13][CH:14]=[CH:15][CH:16]=2)[CH:11]=[CH:10][C:9]=1[S:18]([N:4]1[CH2:5][CH2:6][NH:1][C:2](=[O:7])[CH2:3]1)(=[O:19])=[O:20]. The catalyst class is: 4. (4) Reactant: [F:1][C:2]1[CH:7]=[CH:6][CH:5]=[CH:4][C:3]=1[C:8]1[CH:12]=[CH:11][NH:10][N:9]=1.[H-].[Na+].[CH3:15]I. Product: [F:1][C:2]1[CH:7]=[CH:6][CH:5]=[CH:4][C:3]=1[C:8]1[CH:12]=[CH:11][N:10]([CH3:15])[N:9]=1. The catalyst class is: 1. (5) Reactant: [N-:1]=[N+:2]=[N-:3].[Na+].[I:5]Cl.IN=[N+]=[N-].[CH2:11]([O:18][CH2:19][CH2:20][CH2:21][CH2:22][CH2:23][CH2:24][CH2:25][CH2:26][CH:27]=[CH2:28])[C:12]1[CH:17]=[CH:16][CH:15]=[CH:14][CH:13]=1. Product: [N:1]([CH:27]([CH2:28][I:5])[CH2:26][CH2:25][CH2:24][CH2:23][CH2:22][CH2:21][CH2:20][CH2:19][O:18][CH2:11][C:12]1[CH:17]=[CH:16][CH:15]=[CH:14][CH:13]=1)=[N+:2]=[N-:3]. The catalyst class is: 291. (6) Reactant: [CH3:1][O:2][C:3]1[CH:4]=[C:5]([CH2:10][C:11]#[N:12])[CH:6]=[CH:7][C:8]=1[CH3:9].Cl. Product: [CH3:1][O:2][C:3]1[CH:4]=[C:5]([CH2:10][CH2:11][NH2:12])[CH:6]=[CH:7][C:8]=1[CH3:9]. The catalyst class is: 29. (7) Reactant: N1C2C=CC=CC=2C=NC=C1.O[CH:13]1[N:19]=[C:18]([C:20]2[CH:25]=[CH:24][CH:23]=[CH:22][CH:21]=2)[C:17]2[CH:26]=[CH:27][CH:28]=[CH:29][C:16]=2[NH:15][C:14]1=[O:30]. Product: [C:20]1([C:18]2[C:17]3[C:16](=[CH:29][CH:28]=[CH:27][CH:26]=3)[N:15]=[C:13]([CH:14]=[O:30])[N:19]=2)[CH:25]=[CH:24][CH:23]=[CH:22][CH:21]=1. The catalyst class is: 52.